Dataset: Catalyst prediction with 721,799 reactions and 888 catalyst types from USPTO. Task: Predict which catalyst facilitates the given reaction. (1) Reactant: Cl[CH2:2][C:3]1[CH:28]=[CH:27][C:6]([O:7][CH2:8][C:9]2[N:10]=[C:11]([C:15]3[CH:20]=[CH:19][C:18]([CH2:21][C:22]([O:24][CH2:25][CH3:26])=[O:23])=[CH:17][CH:16]=3)[O:12][C:13]=2[CH3:14])=[C:5]([O:29][CH3:30])[CH:4]=1.Cl.[CH3:32][C:33]1[S:37][C:36]([N:38]2[CH2:43][CH2:42][CH2:41][CH2:40][CH2:39]2)=[N:35][C:34]=1/[CH:44]=[CH:45]/[C:46]1[C:47]([OH:57])=[N:48][N:49]([C:51]2[CH:56]=[CH:55][CH:54]=[CH:53][CH:52]=2)[CH:50]=1.C(=O)([O-])[O-].[K+].[K+].CN(C)C=O. Product: [CH3:30][O:29][C:5]1[CH:4]=[C:3]([CH2:2][O:57][C:47]2[C:46](/[CH:45]=[CH:44]/[C:34]3[N:35]=[C:36]([N:38]4[CH2:43][CH2:42][CH2:41][CH2:40][CH2:39]4)[S:37][C:33]=3[CH3:32])=[CH:50][N:49]([C:51]3[CH:56]=[CH:55][CH:54]=[CH:53][CH:52]=3)[N:48]=2)[CH:28]=[CH:27][C:6]=1[O:7][CH2:8][C:9]1[N:10]=[C:11]([C:15]2[CH:20]=[CH:19][C:18]([CH2:21][C:22]([O:24][CH2:25][CH3:26])=[O:23])=[CH:17][CH:16]=2)[O:12][C:13]=1[CH3:14]. The catalyst class is: 6. (2) Reactant: [CH3:1][C:2]1[N:6]([C:7]2[C:12]([CH3:13])=[CH:11][CH:10]=[CH:9][N+:8]=2[O-])[N:5]=[CH:4][C:3]=1[C:15]([O:17]C)=[O:16].O=P(Cl)(Cl)[Cl:21]. Product: [Cl:21][C:9]1[N:8]=[C:7]([N:6]2[C:2]([CH3:1])=[C:3]([C:15]([OH:17])=[O:16])[CH:4]=[N:5]2)[C:12]([CH3:13])=[CH:11][CH:10]=1. The catalyst class is: 11. (3) Product: [C:24]([O:23][C:21](=[O:22])[NH:20][C@H:13]1[C:14]([OH:19])([CH3:18])[C@@H:15]([CH3:17])[CH2:16][NH:11][CH2:12]1)([CH3:27])([CH3:25])[CH3:26]. The catalyst class is: 19. Reactant: C(OC([N:11]1[CH2:16][C@H:15]([CH3:17])[C@:14]([OH:19])([CH3:18])[C@H:13]([NH:20][C:21]([O:23][C:24]([CH3:27])([CH3:26])[CH3:25])=[O:22])[CH2:12]1)=O)C1C=CC=CC=1.[H][H]. (4) Reactant: [C:1]([C:5]1[CH:10]=[CH:9][C:8]([C@@H:11]([C:22]2[CH:26]=[C:25]([C:27]3[CH:28]=[C:29]([C:33]4[CH:38]=[CH:37][C:36]([Cl:39])=[CH:35][CH:34]=4)[CH:30]=[CH:31][CH:32]=3)[O:24][N:23]=2)[CH2:12][C:13]2[CH:21]=[CH:20][C:16]([C:17](O)=[O:18])=[CH:15][CH:14]=2)=[CH:7][CH:6]=1)([CH3:4])([CH3:3])[CH3:2].CCN=C=NCCCN(C)C.C1C=CC2N(O)N=NC=2C=1.[NH2:61][CH2:62][CH2:63][S:64]([OH:67])(=[O:66])=[O:65]. Product: [C:1]([C:5]1[CH:6]=[CH:7][C:8]([C@@H:11]([C:22]2[CH:26]=[C:25]([C:27]3[CH:28]=[C:29]([C:33]4[CH:34]=[CH:35][C:36]([Cl:39])=[CH:37][CH:38]=4)[CH:30]=[CH:31][CH:32]=3)[O:24][N:23]=2)[CH2:12][C:13]2[CH:14]=[CH:15][C:16]([C:17]([NH:61][CH2:62][CH2:63][S:64]([OH:67])(=[O:66])=[O:65])=[O:18])=[CH:20][CH:21]=2)=[CH:9][CH:10]=1)([CH3:3])([CH3:2])[CH3:4]. The catalyst class is: 3.